Predict the reaction yield, written as a fraction of the theoretical maximum amount of product (1.0 means a 100% yield; for example, 0.34 means a 34% yield). From a dataset of Reaction yield outcomes from USPTO patents with 853,638 reactions. (1) The catalyst is CO. The product is [F:39][C:34]1[CH:33]=[C:32]([CH:37]=[CH:36][C:35]=1[F:38])[O:31][CH:30]1[CH:24]2[N:23]([C:21]([CH:16]([NH:15][C:14](=[O:46])[CH:12]([NH:10][CH3:9])[CH3:13])[C:17]([CH3:19])([CH3:20])[CH3:18])=[O:22])[CH2:27][CH2:26][CH:25]2[N:28]([C:40]2[N:28]=[CH:29][CH:30]=[CH:24][N:23]=2)[CH2:29]1. The yield is 0.320. The reactants are C(O[C:9](=O)[N:10]([CH:12]([C:14](=[O:46])[NH:15][CH:16]([C:21]([N:23]1[CH2:27][CH2:26][CH:25]2[N:28]([CH:40]3CCOCC3)[CH2:29][CH:30]([O:31][C:32]3[CH:37]=[CH:36][C:35]([F:38])=[C:34]([F:39])[CH:33]=3)[CH:24]12)=[O:22])[C:17]([CH3:20])([CH3:19])[CH3:18])[CH3:13])C)C1C=CC=CC=1. (2) The yield is 0.714. The product is [CH3:1][O:2][C:3](=[O:14])[C:4]1[CH:10]=[C:9]([C:11](=[O:13])[CH3:12])[CH:8]=[CH:7][C:5]=1[O:6][CH2:15][C:16]1[CH:21]=[CH:20][CH:19]=[CH:18][CH:17]=1. The reactants are [CH3:1][O:2][C:3](=[O:14])[C:4]1[C:5](=[CH:7][CH:8]=[C:9]([C:11](=[O:13])[CH3:12])[CH:10]=1)[OH:6].[CH2:15](Br)[C:16]1[CH:21]=[CH:20][CH:19]=[CH:18][CH:17]=1.C(=O)([O-])[O-].[K+].[K+]. The catalyst is C(C(C)=O)C.